This data is from Forward reaction prediction with 1.9M reactions from USPTO patents (1976-2016). The task is: Predict the product of the given reaction. (1) Given the reactants [O:1]=[O+][O-].[CH3:4][C:5]1[CH:10]=[C:9]([C:11]2[C:19]3[C:14](=[CH:15][C:16]([N+:22]([O-:24])=[O:23])=[C:17]([CH:20]=C)[CH:18]=3)[N:13]([C:25]([C:38]3[CH:43]=[CH:42][CH:41]=[CH:40][CH:39]=3)([C:32]3[CH:37]=[CH:36][CH:35]=[CH:34][CH:33]=3)[C:26]3[CH:31]=[CH:30][CH:29]=[CH:28][CH:27]=3)[N:12]=2)[CH:8]=[CH:7][N:6]=1, predict the reaction product. The product is: [CH3:4][C:5]1[CH:10]=[C:9]([C:11]2[C:19]3[C:14](=[CH:15][C:16]([N+:22]([O-:24])=[O:23])=[C:17]([CH:20]=[O:1])[CH:18]=3)[N:13]([C:25]([C:38]3[CH:43]=[CH:42][CH:41]=[CH:40][CH:39]=3)([C:32]3[CH:37]=[CH:36][CH:35]=[CH:34][CH:33]=3)[C:26]3[CH:31]=[CH:30][CH:29]=[CH:28][CH:27]=3)[N:12]=2)[CH:8]=[CH:7][N:6]=1. (2) Given the reactants [CH2:1]([O:8][C:9](=[O:26])[CH:10]([NH:16][C:17](=O)[C:18]1[CH:23]=[CH:22][C:21]([F:24])=[CH:20][CH:19]=1)[C:11]([CH:13]1[CH2:15][CH2:14]1)=O)[C:2]1[CH:7]=[CH:6][CH:5]=[CH:4][CH:3]=1.[C:27]([O:31][C:32](=[O:45])[CH2:33][C@H:34]1[CH2:39][C@@H:38]([CH2:40][CH2:41][NH2:42])[O:37][C:36]([CH3:44])([CH3:43])[O:35]1)([CH3:30])([CH3:29])[CH3:28].C(O)(=O)C1C=CC=CC=1.C1(C)C=CC(S(O)(=O)=O)=CC=1, predict the reaction product. The product is: [CH2:1]([O:8][C:9]([C:10]1[N:16]=[C:17]([C:18]2[CH:23]=[CH:22][C:21]([F:24])=[CH:20][CH:19]=2)[N:42]([CH2:41][CH2:40][C@@H:38]2[CH2:39][C@H:34]([CH2:33][C:32]([O:31][C:27]([CH3:30])([CH3:29])[CH3:28])=[O:45])[O:35][C:36]([CH3:44])([CH3:43])[O:37]2)[C:11]=1[CH:13]1[CH2:15][CH2:14]1)=[O:26])[C:2]1[CH:7]=[CH:6][CH:5]=[CH:4][CH:3]=1. (3) Given the reactants C(O[CH2:5][C:6]([C:8]1[CH:13]=[C:12]([N+:14]([O-:16])=[O:15])[C:11]([O:17][CH3:18])=[C:10]([O:19][CH3:20])[CH:9]=1)=O)(=O)C.[C:21]([C:24]1[C:25]([C:31]([F:34])([F:33])[F:32])=[N+:26]([O-:30])[CH:27]=[CH:28][CH:29]=1)(=[O:23])[NH2:22].B(F)(F)F.CCOCC, predict the reaction product. The product is: [CH3:20][O:19][C:10]1[CH:9]=[C:8]([C:6]2[N:22]=[C:21]([C:24]3[C:25]([C:31]([F:32])([F:34])[F:33])=[N+:26]([O-:30])[CH:27]=[CH:28][CH:29]=3)[O:23][CH:5]=2)[CH:13]=[C:12]([N+:14]([O-:16])=[O:15])[C:11]=1[O:17][CH3:18]. (4) Given the reactants [H-].[Na+].[NH:3]1[C:11]2[CH2:10][CH2:9][N:8]([C:12]([O:14][C:15]([CH3:18])([CH3:17])[CH3:16])=[O:13])[CH2:7][C:6]=2[CH:5]=[N:4]1.[CH3:19][Si:20]([CH2:23][CH2:24][O:25][CH2:26]Cl)([CH3:22])[CH3:21], predict the reaction product. The product is: [CH3:19][Si:20]([CH3:22])([CH3:21])[CH2:23][CH2:24][O:25][CH2:26][N:3]1[C:11]2[CH2:10][CH2:9][N:8]([C:12]([O:14][C:15]([CH3:18])([CH3:17])[CH3:16])=[O:13])[CH2:7][C:6]=2[CH:5]=[N:4]1. (5) Given the reactants [F:1][C:2]1[CH:10]=[CH:9][CH:8]=[CH:7][C:3]=1[C:4](Cl)=[O:5].Cl.[NH:12]1[CH2:17][CH2:16][C:15](=[O:18])[CH2:14][CH2:13]1.CCN(C(C)C)C(C)C, predict the reaction product. The product is: [F:1][C:2]1[CH:10]=[CH:9][CH:8]=[CH:7][C:3]=1[C:4]([N:12]1[CH2:17][CH2:16][C:15](=[O:18])[CH2:14][CH2:13]1)=[O:5]. (6) Given the reactants [CH3:1][C:2]1([CH3:26])[CH2:11][CH2:10][C:9](=[O:12])[C:8]2[CH:7]=[C:6]([N:13]=[N:14][C:15]3[CH:25]=[CH:24][C:18]([C:19]([O:21][CH2:22][CH3:23])=[O:20])=[CH:17][CH:16]=3)[CH:5]=[CH:4][C:3]1=2.[BH4-].[Na+], predict the reaction product. The product is: [CH3:26][C:2]1([CH3:1])[CH2:11][CH2:10][CH:9]([OH:12])[C:8]2[CH:7]=[C:6]([N:13]=[N:14][C:15]3[CH:16]=[CH:17][C:18]([C:19]([O:21][CH2:22][CH3:23])=[O:20])=[CH:24][CH:25]=3)[CH:5]=[CH:4][C:3]1=2. (7) Given the reactants [Cl:1][C:2]1[CH:3]=[C:4]([CH:20]=[CH:21][C:22]=1[Cl:23])[CH2:5][C@H:6]1[CH2:10][N:9]([C:11]([O:13][C:14]([CH3:17])([CH3:16])[CH3:15])=[O:12])[C@H:8]([CH2:18][OH:19])[CH2:7]1.C(N(CC)CC)C.[CH3:31][S:32](Cl)(=[O:34])=[O:33], predict the reaction product. The product is: [Cl:1][C:2]1[CH:3]=[C:4]([CH:20]=[CH:21][C:22]=1[Cl:23])[CH2:5][C@H:6]1[CH2:10][N:9]([C:11]([O:13][C:14]([CH3:16])([CH3:17])[CH3:15])=[O:12])[C@H:8]([CH2:18][O:19][S:32]([CH3:31])(=[O:34])=[O:33])[CH2:7]1.